This data is from Reaction yield outcomes from USPTO patents with 853,638 reactions. The task is: Predict the reaction yield, written as a fraction of the theoretical maximum amount of product (1.0 means a 100% yield; for example, 0.34 means a 34% yield). (1) The reactants are [CH2:1]([O:3][C:4]([C:6]1[NH:7][C:8]2[C:13]([CH:14]=1)=[CH:12][C:11]([C:15](=O)[CH3:16])=[CH:10][CH:9]=2)=[O:5])[CH3:2].[NH:18]1[CH2:22][CH2:21][CH2:20][CH2:19]1.C(O[BH-](OC(=O)C)OC(=O)C)(=O)C.[Na+].C(O)(=O)C.S([O-])([O-])(=O)=O.[Mg+2]. The catalyst is C1COCC1.C(OCC)(=O)C. The product is [CH2:1]([O:3][C:4]([C:6]1[NH:7][C:8]2[C:13]([CH:14]=1)=[CH:12][C:11]([CH:15]([N:18]1[CH2:22][CH2:21][CH2:20][CH2:19]1)[CH3:16])=[CH:10][CH:9]=2)=[O:5])[CH3:2]. The yield is 0.660. (2) The reactants are [CH2:1]([C:4]1[C:13]([OH:14])=[CH:12][C:7]([C:8]([O:10][CH3:11])=[O:9])=[CH:6][C:5]=1[C:15]([O:17][CH3:18])=[O:16])[CH:2]=[CH2:3].C([O-])([O-])=O.[Cs+].[Cs+].[CH2:25](Br)[C:26]1[CH:31]=[CH:30][CH:29]=[CH:28][CH:27]=1.O. The catalyst is CC#N. The product is [CH2:1]([C:4]1[C:13]([O:14][CH2:25][C:26]2[CH:31]=[CH:30][CH:29]=[CH:28][CH:27]=2)=[CH:12][C:7]([C:8]([O:10][CH3:11])=[O:9])=[CH:6][C:5]=1[C:15]([O:17][CH3:18])=[O:16])[CH:2]=[CH2:3]. The yield is 0.980. (3) The reactants are [NH2:1][C:2]1[CH:7]=[CH:6][C:5]([Cl:8])=[CH:4][C:3]=1[C:9]([C:11]1[CH:16]=[CH:15][CH:14]=[CH:13][CH:12]=1)=O.[CH2:17]([CH:19]([CH2:25][CH3:26])[C:20](=O)[CH2:21][C:22]#[N:23])[CH3:18].CS(O)(=O)=O. The catalyst is C1(C)C=CC=CC=1. The product is [Cl:8][C:5]1[CH:4]=[C:3]2[C:2](=[CH:7][CH:6]=1)[N:1]=[C:20]([CH:19]([CH2:25][CH3:26])[CH2:17][CH3:18])[C:21]([C:22]#[N:23])=[C:9]2[C:11]1[CH:16]=[CH:15][CH:14]=[CH:13][CH:12]=1. The yield is 0.460. (4) The yield is 0.590. The reactants are [H-].[Na+].F[C:4]1[C:9]([F:10])=[C:8]([F:11])[CH:7]=[CH:6][C:5]=1[C:12]1[CH:20]=[CH:19][C:18]([N+:21]([O-:23])=[O:22])=[CH:17][C:13]=1[C:14]([OH:16])=[O:15].C(OCC)(=O)C.Cl. The product is [F:11][C:8]1[C:9]([F:10])=[C:4]2[C:5]([C:12]3[CH:20]=[CH:19][C:18]([N+:21]([O-:23])=[O:22])=[CH:17][C:13]=3[C:14](=[O:16])[O:15]2)=[CH:6][CH:7]=1. The catalyst is CN(C)C=O.O. (5) The reactants are [C:1]([O:4][C@H:5]1[C@@H:20]([O:21][C:22](=[O:24])[CH3:23])[C@H:19]([O:25][C:26](=[O:28])[CH3:27])[C@@H:18]([CH2:29][O:30][C:31](=[O:33])[CH3:32])[O:17][C@@H:6]1[O:7][CH2:8][CH2:9][O:10][CH2:11][CH2:12][O:13][CH2:14][CH2:15]Cl)(=[O:3])[CH3:2].[N-:34]=[N+:35]=[N-:36].[Na+]. The catalyst is [N+](CCCC)(CCCC)(CCCC)CCCC.[I-].CN(C=O)C.CCOC(C)=O. The product is [C:1]([O:4][C@H:5]1[C@@H:20]([O:21][C:22](=[O:24])[CH3:23])[C@H:19]([O:25][C:26](=[O:28])[CH3:27])[C@@H:18]([CH2:29][O:30][C:31](=[O:33])[CH3:32])[O:17][C@@H:6]1[O:7][CH2:8][CH2:9][O:10][CH2:11][CH2:12][O:13][CH2:14][CH2:15][N:34]=[N+:35]=[N-:36])(=[O:3])[CH3:2]. The yield is 0.860.